Task: Predict which catalyst facilitates the given reaction.. Dataset: Catalyst prediction with 721,799 reactions and 888 catalyst types from USPTO (1) Reactant: [Cl:1][C:2]1[C:7]2[NH:8][C:9]([C:11]3[CH2:15][C:14]4([CH2:20][CH2:19][CH2:18][CH2:17][CH2:16]4)[O:13][N:12]=3)=[N:10][C:6]=2[CH:5]=[C:4]([C:21]2[CH:26]=[CH:25][CH:24]=[CH:23][C:22]=2[C:27]([F:30])([F:29])[F:28])[CH:3]=1.Cl. Product: [ClH:1].[Cl:1][C:2]1[C:7]2[NH:8][C:9]([C:11]3[CH2:15][C:14]4([CH2:20][CH2:19][CH2:18][CH2:17][CH2:16]4)[O:13][N:12]=3)=[N:10][C:6]=2[CH:5]=[C:4]([C:21]2[CH:26]=[CH:25][CH:24]=[CH:23][C:22]=2[C:27]([F:30])([F:29])[F:28])[CH:3]=1. The catalyst class is: 25. (2) Reactant: C(OC([N:8]1[C:12]2[CH:13]=[CH:14][CH:15]=[CH:16][C:11]=2[N:10]=[C:9]1[CH2:17][N:18]([CH2:29][CH2:30][CH2:31][CH2:32][N:33]1C(=O)C2C(=CC=CC=2)C1=O)[CH:19]1[CH2:28][CH2:27][CH2:26][C:25]2[N:24]=[CH:23][CH:22]=[N:21][C:20]1=2)=O)(C)(C)C.O.NN. Product: [NH:8]1[C:12]2[CH:13]=[CH:14][CH:15]=[CH:16][C:11]=2[N:10]=[C:9]1[CH2:17][N:18]([CH:19]1[CH2:28][CH2:27][CH2:26][C:25]2[N:24]=[CH:23][CH:22]=[N:21][C:20]1=2)[CH2:29][CH2:30][CH2:31][CH2:32][NH2:33]. The catalyst class is: 8. (3) Reactant: [CH:1]1([CH2:7][OH:8])[CH2:6][CH2:5][CH2:4][CH2:3][CH2:2]1.[H-].[Na+].[Cl:11][C:12]1[C:13](F)=[CH:14][C:15]([F:20])=[C:16]([CH:19]=1)[C:17]#[N:18].C([O-])(O)=O.[Na+]. Product: [Cl:11][C:12]1[C:13]([O:8][CH2:7][CH:1]2[CH2:6][CH2:5][CH2:4][CH2:3][CH2:2]2)=[CH:14][C:15]([F:20])=[C:16]([CH:19]=1)[C:17]#[N:18]. The catalyst class is: 31. (4) Reactant: [C:1]([C:4]1[CH:31]=[CH:30][C:7]([C:8]([N:10]2[CH2:16][C@H:15]([NH:17][C:18](=[O:24])[O:19][C:20]([CH3:23])([CH3:22])[CH3:21])[C:14](=[O:25])[NH:13][C:12]3[CH:26]=[CH:27][CH:28]=[CH:29][C:11]2=3)=[O:9])=[CH:6][CH:5]=1)(=[O:3])[CH3:2].Cl[CH2:33][C:34]1[C:43]2[C:38](=[CH:39][CH:40]=[CH:41][CH:42]=2)[CH:37]=[CH:36][C:35]=1[CH3:44].C([O-])([O-])=O.[Cs+].[Cs+].[Na+].[I-]. Product: [C:1]([C:4]1[CH:31]=[CH:30][C:7]([C:8]([N:10]2[CH2:16][C@H:15]([NH:17][C:18](=[O:24])[O:19][C:20]([CH3:23])([CH3:22])[CH3:21])[C:14](=[O:25])[N:13]([CH2:33][C:34]3[C:43]4[C:38](=[CH:39][CH:40]=[CH:41][CH:42]=4)[CH:37]=[CH:36][C:35]=3[CH3:44])[C:12]3[CH:26]=[CH:27][CH:28]=[CH:29][C:11]2=3)=[O:9])=[CH:6][CH:5]=1)(=[O:3])[CH3:2]. The catalyst class is: 18. (5) Reactant: [C:1]1([CH:7]([NH2:9])[CH3:8])[CH:6]=[CH:5][CH:4]=[CH:3][CH:2]=1.C(N(CC)CC)C.[C:17](OC(=O)C)(=[O:19])[CH3:18]. Product: [C:1]1([CH:7]([NH:9][C:17](=[O:19])[CH3:18])[CH3:8])[CH:6]=[CH:5][CH:4]=[CH:3][CH:2]=1. The catalyst class is: 4. (6) Product: [Br:20][C:21]1[CH:37]=[CH:36][C:24]2[C:25]3[N:26]=[C:27]([C:33]([N:1]4[CH2:7][CH2:6][CH2:5][C@@H:2]4[CH2:3][OH:4])=[O:34])[S:28][C:29]=3[CH2:30][CH2:31][O:32][C:23]=2[CH:22]=1. The catalyst class is: 13. Reactant: [NH:1]1[CH2:7][CH2:6][CH2:5][C@@H:2]1[CH2:3][OH:4].C(NC(C)C)(C)C.CN(C)C=O.[Br:20][C:21]1[CH:37]=[CH:36][C:24]2[C:25]3[N:26]=[C:27]([C:33](Cl)=[O:34])[S:28][C:29]=3[CH2:30][CH2:31][O:32][C:23]=2[CH:22]=1.